Dataset: Reaction yield outcomes from USPTO patents with 853,638 reactions. Task: Predict the reaction yield, written as a fraction of the theoretical maximum amount of product (1.0 means a 100% yield; for example, 0.34 means a 34% yield). The reactants are [Cl:1][C:2]1[CH:3]=[C:4]2[C:9](=[CH:10][CH:11]=1)[C:8](=[O:12])[NH:7][CH2:6][CH2:5]2.C(C1C(=O)C(Cl)=C(Cl)C(=O)C=1C#N)#N. The catalyst is O1CCOCC1. The product is [Cl:1][C:2]1[CH:3]=[C:4]2[C:9](=[CH:10][CH:11]=1)[C:8](=[O:12])[NH:7][CH:6]=[CH:5]2. The yield is 0.600.